Dataset: Full USPTO retrosynthesis dataset with 1.9M reactions from patents (1976-2016). Task: Predict the reactants needed to synthesize the given product. (1) Given the product [C:1]([O:5][C:6](=[O:18])[NH:7][C:8]1[CH:13]=[CH:12][C:11]([B:19]2[O:23][C:22]([CH3:25])([CH3:24])[C:21]([CH3:27])([CH3:26])[O:20]2)=[CH:10][C:9]=1[N+:15]([O-:17])=[O:16])([CH3:4])([CH3:3])[CH3:2], predict the reactants needed to synthesize it. The reactants are: [C:1]([O:5][C:6](=[O:18])[NH:7][C:8]1[CH:13]=[CH:12][C:11](Br)=[CH:10][C:9]=1[N+:15]([O-:17])=[O:16])([CH3:4])([CH3:3])[CH3:2].[B:19]1([B:19]2[O:23][C:22]([CH3:25])([CH3:24])[C:21]([CH3:27])([CH3:26])[O:20]2)[O:23][C:22]([CH3:25])([CH3:24])[C:21]([CH3:27])([CH3:26])[O:20]1.CC([O-])=O.[K+]. (2) Given the product [CH3:7][C:8]1[C:9]([C:23]([O:25][CH3:26])=[O:24])=[CH:10][S:11][C:12]=1/[C:13](/[CH2:14][CH2:15][N:16]1[CH2:21][CH2:20][O:19][CH2:18][CH2:17]1)=[CH:1]\[CH3:2], predict the reactants needed to synthesize it. The reactants are: [CH3:1][C:2]([O-])(C)C.[K+].[CH3:7][C:8]1[C:9]([C:23]([O:25][CH3:26])=[O:24])=[CH:10][S:11][C:12]=1[C:13](=O)[CH2:14][CH2:15][N:16]1[CH2:21][CH2:20][O:19][CH2:18][CH2:17]1. (3) Given the product [Cl:17][C:4]1[CH:5]=[CH:6][C:7]([C:8]([O:10][CH2:11][CH3:12])=[O:9])=[C:2]([CH3:1])[N:3]=1, predict the reactants needed to synthesize it. The reactants are: [CH3:1][C:2]1[NH:3][C:4](=O)[CH:5]=[CH:6][C:7]=1[C:8]([O:10][CH2:11][CH3:12])=[O:9].N.P(Cl)(Cl)([Cl:17])=O. (4) The reactants are: [CH2:1]([O:3][C:4]([C:6]1[C:15](=O)[C:14]2[C:9](=[N:10][C:11]([CH3:17])=[CH:12][CH:13]=2)[NH:8][CH:7]=1)=[O:5])[CH3:2].O=P(Cl)(Cl)[Cl:20]. Given the product [CH2:1]([O:3][C:4]([C:6]1[CH:7]=[N:8][C:9]2[C:14]([C:15]=1[Cl:20])=[CH:13][CH:12]=[C:11]([CH3:17])[N:10]=2)=[O:5])[CH3:2], predict the reactants needed to synthesize it. (5) Given the product [C:13]1([N:19]2[CH2:20][CH2:21][N:22]([C:25]([O:12][CH2:11][C@H:5]3[CH2:6][N:7]([CH3:10])[CH2:8][CH2:9][N:4]3[CH3:3])=[O:26])[CH2:23][CH2:24]2)[CH:14]=[CH:15][CH:16]=[CH:17][CH:18]=1, predict the reactants needed to synthesize it. The reactants are: [H-].[Na+].[CH3:3][N:4]1[CH2:9][CH2:8][N:7]([CH3:10])[CH2:6][C@@H:5]1[CH2:11][OH:12].[C:13]1([N:19]2[CH2:24][CH2:23][N:22]([C:25](OC3C=CC([N+]([O-])=O)=CC=3)=[O:26])[CH2:21][CH2:20]2)[CH:18]=[CH:17][CH:16]=[CH:15][CH:14]=1. (6) Given the product [C:11]([NH:15][C:8]([C:4]1[CH:3]=[C:2]([O:1][C:36]2[CH:35]=[CH:34][C:33]([N+:29]([O-:41])=[O:28])=[CH:32][C:37]=2[Cl:16])[CH:7]=[CH:6][N:5]=1)=[O:10])([CH3:14])([CH3:13])[CH3:12], predict the reactants needed to synthesize it. The reactants are: [OH:1][C:2]1[CH:7]=[CH:6][N:5]=[C:4]([C:8]([OH:10])=O)[CH:3]=1.[C:11]([NH2:15])([CH3:14])([CH3:13])[CH3:12].[ClH:16].C(N=C=NCCCN(C)C)C.[OH:28][N:29]1[C:33]2[CH:34]=[CH:35][CH:36]=[CH:37][C:32]=2N=N1.CN(C)C=[O:41]. (7) Given the product [Cl:1][C:2]1[CH:7]=[CH:6][CH:5]=[CH:4][C:3]=1[C:8](=[O:17])[C:9]([C:10]1[CH:11]=[CH:12][C:13]([Cl:16])=[CH:14][CH:15]=1)=[CH:20][N:21]([CH3:23])[CH3:22], predict the reactants needed to synthesize it. The reactants are: [Cl:1][C:2]1[CH:7]=[CH:6][CH:5]=[CH:4][C:3]=1[C:8](=[O:17])[CH2:9][C:10]1[CH:15]=[CH:14][C:13]([Cl:16])=[CH:12][CH:11]=1.CO[CH:20](OC)[N:21]([CH3:23])[CH3:22].C(CC(N)=O)#N.[H-].[Na+].